Dataset: Forward reaction prediction with 1.9M reactions from USPTO patents (1976-2016). Task: Predict the product of the given reaction. (1) Given the reactants Br[CH2:2][C:3]([NH:5][C:6]1[CH:21]=[CH:20][CH:19]=[CH:18][C:7]=1[C:8]([NH:10][C:11]1[CH:16]=[CH:15][C:14]([Cl:17])=[CH:13][N:12]=1)=[O:9])=[O:4].C(=O)([O-])[O-].[K+].[K+].[N:28]1[CH:33]=[CH:32][C:31]([N:34]2[CH2:39][CH2:38][NH:37][CH2:36][CH2:35]2)=[CH:30][CH:29]=1.O, predict the reaction product. The product is: [Cl:17][C:14]1[CH:15]=[CH:16][C:11]([NH:10][C:8](=[O:9])[C:7]2[CH:18]=[CH:19][CH:20]=[CH:21][C:6]=2[NH:5][C:3]([CH2:2][N:37]2[CH2:38][CH2:39][N:34]([C:31]3[CH:32]=[CH:33][N:28]=[CH:29][CH:30]=3)[CH2:35][CH2:36]2)=[O:4])=[N:12][CH:13]=1. (2) Given the reactants [CH:1]1([S:4]([C:7]2[CH:12]=[CH:11][C:10]([C:13](=O)[C:14]([O:16][CH2:17][CH3:18])=[O:15])=[CH:9][CH:8]=2)(=[O:6])=[O:5])[CH2:3][CH2:2]1.O1CCCC1.[OH-].[Na+].Cl, predict the reaction product. The product is: [CH:1]1([S:4]([C:7]2[CH:12]=[CH:11][C:10]([CH2:13][C:14]([O:16][CH2:17][CH3:18])=[O:15])=[CH:9][CH:8]=2)(=[O:6])=[O:5])[CH2:2][CH2:3]1. (3) Given the reactants [NH2:1][C:2]1[CH:3]=[CH:4][C:5]([CH3:21])=[C:6]([C:8]2[CH:13]=[CH:12][C:11]([C:14]([NH:16][CH2:17][CH:18]3[CH2:20][CH2:19]3)=[O:15])=[CH:10][CH:9]=2)[CH:7]=1.[CH:22]1([C:25](O)=[O:26])[CH2:24][CH2:23]1, predict the reaction product. The product is: [CH:18]1([CH2:17][NH:16][C:14]([C:11]2[CH:12]=[CH:13][C:8]([C:6]3[C:5]([CH3:21])=[CH:4][CH:3]=[C:2]([NH:1][C:25]([CH:22]4[CH2:24][CH2:23]4)=[O:26])[CH:7]=3)=[CH:9][CH:10]=2)=[O:15])[CH2:20][CH2:19]1. (4) Given the reactants [OH:1][CH2:2][CH2:3][C:4]1[N:5]=[CH:6][C:7]([NH:10][C:11](=[O:17])[O:12][C:13]([CH3:16])([CH3:15])[CH3:14])=[N:8][CH:9]=1.CCN(C(C)C)C(C)C.[CH3:27][S:28](Cl)(=[O:30])=[O:29].O, predict the reaction product. The product is: [CH3:27][S:28]([O:1][CH2:2][CH2:3][C:4]1[CH:9]=[N:8][C:7]([NH:10][C:11]([O:12][C:13]([CH3:14])([CH3:16])[CH3:15])=[O:17])=[CH:6][N:5]=1)(=[O:30])=[O:29].